From a dataset of Forward reaction prediction with 1.9M reactions from USPTO patents (1976-2016). Predict the product of the given reaction. (1) The product is: [C:41]12([NH:46][C:6]([C:13]3[N:14]=[C:15]([O:34][CH2:35][C:36]4([C:39]#[N:40])[CH2:38][CH2:37]4)[N:16]=[C:17]([N:19]4[CH2:24][CH2:23][CH:22]([C:25]5[C:33]6[C:28](=[N:29][CH:30]=[N:31][CH:32]=6)[NH:27][N:26]=5)[CH2:21][CH2:20]4)[N:18]=3)=[O:9])[CH2:45][CH:43]([CH2:44]1)[CH2:42]2. Given the reactants C(#N)CC#N.[C:6]([O-:9])([O-])=O.[K+].[K+].Cl[C:13]1[N:18]=[C:17]([N:19]2[CH2:24][CH2:23][CH:22]([C:25]3[C:33]4[C:28](=[N:29][CH:30]=[N:31][CH:32]=4)[NH:27][N:26]=3)[CH2:21][CH2:20]2)[N:16]=[C:15]([O:34][CH2:35][C:36]2([C:39]#[N:40])[CH2:38][CH2:37]2)[N:14]=1.[C:41]12([NH2:46])[CH2:45][CH:43]([CH2:44]1)[CH2:42]2.C1C=C(Cl)C=C(C(OO)=O)C=1, predict the reaction product. (2) Given the reactants [N+:1]([CH2:4][C:5]([O:7][CH2:8][CH3:9])=[O:6])([O-:3])=[O:2].C(N(CC)C(C)C)(C)C.[CH:19]([O:26][CH2:27][CH3:28])([O:23][CH2:24][CH3:25])OCC.C(=O)(O)[O-].[Na+], predict the reaction product. The product is: [CH2:27]([O:26][CH:19]([O:23][CH2:24][CH3:25])[CH:4]([N+:1]([O-:3])=[O:2])[C:5]([O:7][CH2:8][CH3:9])=[O:6])[CH3:28]. (3) Given the reactants [F:1][C:2]([F:12])([F:11])[C:3]1[CH:10]=[CH:9][C:6]([CH:7]=O)=[CH:5][CH:4]=1.[NH2:13][C:14]1[N:15]=[N:16][C:17]([CH3:20])=[CH:18][CH:19]=1.C([O:23][C:24](=O)[C:25]([OH:36])=[CH:26][C:27](=[O:35])[C:28]1[CH:33]=[CH:32][C:31]([CH3:34])=[CH:30][CH:29]=1)C, predict the reaction product. The product is: [OH:36][C:25]1[C:24](=[O:23])[N:13]([C:14]2[N:15]=[N:16][C:17]([CH3:20])=[CH:18][CH:19]=2)[CH:7]([C:6]2[CH:9]=[CH:10][C:3]([C:2]([F:12])([F:11])[F:1])=[CH:4][CH:5]=2)[C:26]=1[C:27](=[O:35])[C:28]1[CH:33]=[CH:32][C:31]([CH3:34])=[CH:30][CH:29]=1. (4) Given the reactants I[C:2]1[CH:7]=[CH:6][N:5]=[C:4]2[N:8]([CH:11]([CH2:17][CH:18]3[CH2:23][CH2:22][O:21][CH2:20][CH2:19]3)[C:12]([O:14]CC)=O)[N:9]=[CH:10][C:3]=12.C1(S([O-])=O)CC1.[Na+].CNCC[NH:35][CH3:36].[C:37](=[O:40])([O-])[O-].[K+].[K+].C(O)(=O)C[C:45](CC(O)=O)(C(O)=O)[OH:46], predict the reaction product. The product is: [CH3:45][O:46][N:35]([CH3:36])[C:12](=[O:14])[CH:11]([N:8]1[C:4]2=[N:5][CH:6]=[CH:7][C:2]([O:40][CH3:37])=[C:3]2[CH:10]=[N:9]1)[CH2:17][CH:18]1[CH2:19][CH2:20][O:21][CH2:22][CH2:23]1.